The task is: Predict the reaction yield, written as a fraction of the theoretical maximum amount of product (1.0 means a 100% yield; for example, 0.34 means a 34% yield).. This data is from Reaction yield outcomes from USPTO patents with 853,638 reactions. (1) The reactants are [CH:1]1[C:13]2[CH:12]([CH2:14][O:15][C:16]([NH:18][C@@H:19]([CH2:23][C:24]3[N:25]=[CH:26][S:27][CH:28]=3)[C:20]([OH:22])=[O:21])=[O:17])[C:11]3[C:6](=[CH:7][CH:8]=[CH:9][CH:10]=3)[C:5]=2[CH:4]=[CH:3][CH:2]=1.[CH2:29]=O. The catalyst is C1(C)C=CC=CC=1.C(OCC)C.C12(CS(O)(=O)=O)C(C)(C)C(CC1)CC2=O. The product is [O:21]=[C:20]1[O:22][CH2:29][N:18]([C:16]([O:15][CH2:14][CH:12]2[C:11]3[CH:10]=[CH:9][CH:8]=[CH:7][C:6]=3[C:5]3[C:13]2=[CH:1][CH:2]=[CH:3][CH:4]=3)=[O:17])[C@H:19]1[CH2:23][C:24]1[N:25]=[CH:26][S:27][CH:28]=1. The yield is 0.980. (2) The reactants are [OH:1][C:2]1[CH:3]=[C:4]([CH:8]=[CH:9][C:10]=1[N+:11]([O-:13])=[O:12])[C:5]([OH:7])=[O:6].[CH3:14]O.OS(O)(=O)=O.O. No catalyst specified. The product is [OH:1][C:2]1[CH:3]=[C:4]([CH:8]=[CH:9][C:10]=1[N+:11]([O-:13])=[O:12])[C:5]([O:7][CH3:14])=[O:6]. The yield is 0.990. (3) The reactants are Cl[Sn]Cl.[F:4][C:5]1[C:10]([F:11])=[C:9]([C:12]#[C:13][C:14]2[CH:19]=[CH:18][CH:17]=[C:16]([N+:20]([O-])=O)[CH:15]=2)[C:8]([F:23])=[C:7]([F:24])[N:6]=1. The catalyst is CCO. The product is [F:4][C:5]1[C:10]([F:11])=[C:9]([C:12]#[C:13][C:14]2[CH:15]=[C:16]([CH:17]=[CH:18][CH:19]=2)[NH2:20])[C:8]([F:23])=[C:7]([F:24])[N:6]=1. The yield is 0.330. (4) The reactants are Cl[C:2]1[CH:3]=[CH:4][C:5]2[N:6]=[CH:7][N:8]=[C:9]([NH:12][CH:13]3[CH2:18][CH2:17]O[CH2:15][CH2:14]3)[C:10]=2[N:11]=1.[Cl:19][C:20]1[C:25]([NH:26][S:27]([C:30]2[CH:35]=[CH:34][C:33]([F:36])=[CH:32][C:31]=2[F:37])(=[O:29])=[O:28])=[CH:24][C:23](B2OC(C)(C)C(C)(C)O2)=[CH:22][N:21]=1.C(=O)(O)[O-].[Na+]. The catalyst is O1CCOCC1. The product is [Cl:19][C:20]1[C:25]([NH:26][S:27]([C:30]2[CH:35]=[CH:34][C:33]([F:36])=[CH:32][C:31]=2[F:37])(=[O:29])=[O:28])=[CH:24][C:23]([C:2]2[CH:3]=[CH:4][C:5]3[N:6]=[CH:7][N:8]=[C:9]([NH:12][CH:13]4[CH2:18][CH2:17][CH2:15][CH2:14]4)[C:10]=3[N:11]=2)=[CH:22][N:21]=1. The yield is 0.520. (5) The reactants are C([O:3][C:4]([C:6]1[N:7]([CH2:13][O:14][CH2:15][CH2:16][Si:17]([CH3:20])([CH3:19])[CH3:18])[CH:8]=[C:9]([C:11]#[N:12])[N:10]=1)=[O:5])C.[OH-].[K+:22]. The catalyst is C(O)C. The product is [K+:22].[C:11]([C:9]1[N:10]=[C:6]([C:4]([O-:5])=[O:3])[N:7]([CH2:13][O:14][CH2:15][CH2:16][Si:17]([CH3:18])([CH3:19])[CH3:20])[CH:8]=1)#[N:12]. The yield is 1.00. (6) The reactants are [F:1][C:2]1[CH:3]=[CH:4][C:5]2[CH:9]=[C:8]([C:10]3(O)[CH:15]([CH2:16][NH:17][CH3:18])[CH:14]4[CH2:19][CH:11]3[CH2:12][CH2:13]4)[S:7][C:6]=2[CH:21]=1.FC(F)(F)C(O)=O.C(Cl)[Cl:30]. No catalyst specified. The product is [ClH:30].[F:1][C:2]1[CH:3]=[CH:4][C:5]2[CH:9]=[C:8]([C:10]3[CH:11]4[CH2:19][CH:14]([CH2:13][CH2:12]4)[C:15]=3[CH2:16][NH:17][CH3:18])[S:7][C:6]=2[CH:21]=1. The yield is 0.780. (7) The reactants are Br[C:2]1[CH:3]=[C:4]([N:22]([CH3:29])[CH:23]2[CH2:28][CH2:27][O:26][CH2:25][CH2:24]2)[C:5]([CH3:21])=[C:6]([CH:20]=1)[C:7]([NH:9][CH2:10][C:11]1[C:12](=[O:19])[NH:13][C:14]([CH3:18])=[CH:15][C:16]=1[CH3:17])=[O:8].[CH3:30][N:31]([CH3:48])[CH2:32][C:33]1[CH:38]=[CH:37][C:36](B2OC(C)(C)C(C)(C)O2)=[CH:35][CH:34]=1.C([O-])([O-])=O.[Na+].[Na+]. The catalyst is O1CCOCC1.O.C1C=CC([P]([Pd]([P](C2C=CC=CC=2)(C2C=CC=CC=2)C2C=CC=CC=2)([P](C2C=CC=CC=2)(C2C=CC=CC=2)C2C=CC=CC=2)[P](C2C=CC=CC=2)(C2C=CC=CC=2)C2C=CC=CC=2)(C2C=CC=CC=2)C2C=CC=CC=2)=CC=1. The product is [CH3:17][C:16]1[CH:15]=[C:14]([CH3:18])[NH:13][C:12](=[O:19])[C:11]=1[CH2:10][NH:9][C:7]([C:6]1[CH:20]=[C:2]([C:36]2[CH:37]=[CH:38][C:33]([CH2:32][N:31]([CH3:48])[CH3:30])=[CH:34][CH:35]=2)[CH:3]=[C:4]([N:22]([CH3:29])[CH:23]2[CH2:28][CH2:27][O:26][CH2:25][CH2:24]2)[C:5]=1[CH3:21])=[O:8]. The yield is 0.0900. (8) The reactants are C([O:3][C:4](=O)[C:5]1[CH:10]=[CH:9][CH:8]=[N:7][C:6]=1[NH2:11])C.[H-].[Al+3].[Li+].[H-].[H-].[H-].O.[OH-].[Na+]. The catalyst is C1COCC1. The product is [NH2:11][C:6]1[C:5]([CH2:4][OH:3])=[CH:10][CH:9]=[CH:8][N:7]=1. The yield is 0.790. (9) The reactants are [F:1][C:2]1[CH:7]=[CH:6][C:5]([F:8])=[CH:4][C:3]=1[C:9]([N:11]([CH2:34][CH2:35][CH3:36])[CH2:12][C:13]1[N:17]([CH2:18][CH2:19][CH3:20])[C:16]2[CH:21]=[CH:22][C:23]([CH2:25][O:26][Si](C)(C)C(C)(C)C)=[CH:24][C:15]=2[N:14]=1)=[O:10].[F-].C([N+](CCCC)(CCCC)CCCC)CCC. The catalyst is C1COCC1.C([O-])(O)=O.[Na+]. The product is [F:1][C:2]1[CH:7]=[CH:6][C:5]([F:8])=[CH:4][C:3]=1[C:9]([N:11]([CH2:12][C:13]1[N:17]([CH2:18][CH2:19][CH3:20])[C:16]2[CH:21]=[CH:22][C:23]([CH2:25][OH:26])=[CH:24][C:15]=2[N:14]=1)[CH2:34][CH2:35][CH3:36])=[O:10]. The yield is 0.990.